Dataset: NCI-60 drug combinations with 297,098 pairs across 59 cell lines. Task: Regression. Given two drug SMILES strings and cell line genomic features, predict the synergy score measuring deviation from expected non-interaction effect. (1) Drug 1: C1CN(CCN1C(=O)CCBr)C(=O)CCBr. Drug 2: C(CN)CNCCSP(=O)(O)O. Cell line: NCI/ADR-RES. Synergy scores: CSS=7.93, Synergy_ZIP=-7.81, Synergy_Bliss=-4.53, Synergy_Loewe=-1.93, Synergy_HSA=-1.93. (2) Drug 1: CC1=CC=C(C=C1)C2=CC(=NN2C3=CC=C(C=C3)S(=O)(=O)N)C(F)(F)F. Drug 2: CCC1(CC2CC(C3=C(CCN(C2)C1)C4=CC=CC=C4N3)(C5=C(C=C6C(=C5)C78CCN9C7C(C=CC9)(C(C(C8N6C)(C(=O)OC)O)OC(=O)C)CC)OC)C(=O)OC)O.OS(=O)(=O)O. Cell line: SF-268. Synergy scores: CSS=6.53, Synergy_ZIP=-0.642, Synergy_Bliss=-0.691, Synergy_Loewe=-11.9, Synergy_HSA=-4.07. (3) Drug 1: C1C(C(OC1N2C=NC3=C(N=C(N=C32)Cl)N)CO)O. Drug 2: CNC(=O)C1=NC=CC(=C1)OC2=CC=C(C=C2)NC(=O)NC3=CC(=C(C=C3)Cl)C(F)(F)F. Cell line: NCI-H226. Synergy scores: CSS=0.766, Synergy_ZIP=1.58, Synergy_Bliss=2.10, Synergy_Loewe=1.26, Synergy_HSA=-0.0980. (4) Drug 1: C1=CC(=CC=C1CCC2=CNC3=C2C(=O)NC(=N3)N)C(=O)NC(CCC(=O)O)C(=O)O. Drug 2: CCC(=C(C1=CC=CC=C1)C2=CC=C(C=C2)OCCN(C)C)C3=CC=CC=C3.C(C(=O)O)C(CC(=O)O)(C(=O)O)O. Cell line: NCI/ADR-RES. Synergy scores: CSS=13.9, Synergy_ZIP=-4.05, Synergy_Bliss=1.15, Synergy_Loewe=-7.95, Synergy_HSA=-0.114. (5) Drug 1: CC=C1C(=O)NC(C(=O)OC2CC(=O)NC(C(=O)NC(CSSCCC=C2)C(=O)N1)C(C)C)C(C)C. Drug 2: CC12CCC3C(C1CCC2O)C(CC4=C3C=CC(=C4)O)CCCCCCCCCS(=O)CCCC(C(F)(F)F)(F)F. Cell line: SW-620. Synergy scores: CSS=26.3, Synergy_ZIP=4.13, Synergy_Bliss=6.27, Synergy_Loewe=-22.6, Synergy_HSA=6.26. (6) Drug 1: CC1CCC2CC(C(=CC=CC=CC(CC(C(=O)C(C(C(=CC(C(=O)CC(OC(=O)C3CCCCN3C(=O)C(=O)C1(O2)O)C(C)CC4CCC(C(C4)OC)O)C)C)O)OC)C)C)C)OC. Drug 2: C(CN)CNCCSP(=O)(O)O. Cell line: UO-31. Synergy scores: CSS=29.3, Synergy_ZIP=-0.653, Synergy_Bliss=3.09, Synergy_Loewe=-62.9, Synergy_HSA=4.15. (7) Drug 1: CC1OCC2C(O1)C(C(C(O2)OC3C4COC(=O)C4C(C5=CC6=C(C=C35)OCO6)C7=CC(=C(C(=C7)OC)O)OC)O)O. Drug 2: C1=NC(=NC(=O)N1C2C(C(C(O2)CO)O)O)N. Cell line: SK-MEL-28. Synergy scores: CSS=14.7, Synergy_ZIP=-2.49, Synergy_Bliss=3.45, Synergy_Loewe=-3.83, Synergy_HSA=-0.790. (8) Drug 1: COC1=C(C=C2C(=C1)N=CN=C2NC3=CC(=C(C=C3)F)Cl)OCCCN4CCOCC4. Drug 2: C1=NC2=C(N=C(N=C2N1C3C(C(C(O3)CO)O)O)F)N. Cell line: MCF7. Synergy scores: CSS=11.8, Synergy_ZIP=2.88, Synergy_Bliss=5.67, Synergy_Loewe=1.80, Synergy_HSA=4.05.